Task: Predict the reactants needed to synthesize the given product.. Dataset: Full USPTO retrosynthesis dataset with 1.9M reactions from patents (1976-2016) (1) Given the product [Br:9][C:10]1[CH:11]=[CH:12][C:13]2[O:17][C:16](=[O:18])[N:15]([CH2:2][CH:3]3[CH2:8][CH2:7][O:6][CH2:5][CH2:4]3)[C:14]=2[CH:19]=1, predict the reactants needed to synthesize it. The reactants are: Cl[CH2:2][CH:3]1[CH2:8][CH2:7][O:6][CH2:5][CH2:4]1.[Br:9][C:10]1[CH:11]=[CH:12][C:13]2[O:17][C:16](=[O:18])[NH:15][C:14]=2[CH:19]=1.C(=O)([O-])[O-].[Cs+].[Cs+]. (2) Given the product [CH2:39]([OH:40])[C:38]([F:42])([F:41])[F:37].[C:35]([C:32]1([NH:31][C:29]([C@H:14]2[CH2:13][C@@H:12]([S:9]([C:3]3[CH:4]=[CH:5][C:6]([O:40][CH2:39][C:38]([F:42])([F:41])[F:37])=[CH:7][C:2]=3[Cl:1])(=[O:11])=[O:10])[CH2:16][N:15]2[C:17]2[N:21]([CH:22]3[CH2:27][CH2:26][O:25][CH2:24][CH2:23]3)[N:20]=[C:19]([CH3:28])[CH:18]=2)=[O:30])[CH2:33][CH2:34]1)#[N:36], predict the reactants needed to synthesize it. The reactants are: [Cl:1][C:2]1[CH:7]=[C:6](F)[CH:5]=[CH:4][C:3]=1[S:9]([C@H:12]1[CH2:16][N:15]([C:17]2[N:21]([CH:22]3[CH2:27][CH2:26][O:25][CH2:24][CH2:23]3)[N:20]=[C:19]([CH3:28])[CH:18]=2)[C@H:14]([C:29]([NH:31][C:32]2([C:35]#[N:36])[CH2:34][CH2:33]2)=[O:30])[CH2:13]1)(=[O:11])=[O:10].[F:37][C:38]([F:42])([F:41])[CH2:39][OH:40]. (3) Given the product [CH:18]1([N:13]2[C:12]([C:34]3[CH:35]=[CH:36][C:31]([C:29]#[N:30])=[CH:32][CH:33]=3)=[C:11]3[C:15]([CH2:16][CH2:17][NH:8][CH2:9][CH2:10]3)=[N:14]2)[CH2:19][CH2:20]1, predict the reactants needed to synthesize it. The reactants are: C(OC([N:8]1[CH2:17][CH2:16][C:15]2[C:11](=[C:12](OS(C(F)(F)F)(=O)=O)[N:13]([CH:18]3[CH2:20][CH2:19]3)[N:14]=2)[CH2:10][CH2:9]1)=O)(C)(C)C.[C:29]([C:31]1[CH:36]=[CH:35][C:34](B(O)O)=[CH:33][CH:32]=1)#[N:30]. (4) Given the product [CH3:23][O:24][CH2:25][CH2:26][N:27]([CH2:28][CH2:29][C:30]([C:32]1[CH:37]=[CH:36][CH:35]=[C:34]([CH3:38])[N:33]=1)=[O:31])[C:9](=[O:10])[O:11][C:12]([CH3:13])([CH3:14])[CH3:15], predict the reactants needed to synthesize it. The reactants are: [C:9](O[C:9]([O:11][C:12]([CH3:15])([CH3:14])[CH3:13])=[O:10])([O:11][C:12]([CH3:15])([CH3:14])[CH3:13])=[O:10].C(N(CC)CC)C.[CH3:23][O:24][CH2:25][CH2:26][NH:27][CH2:28][CH2:29][C:30]([C:32]1[CH:37]=[CH:36][CH:35]=[C:34]([CH3:38])[N:33]=1)=[O:31].CO. (5) Given the product [CH2:16]([O:23][C:24]([NH:26][C@H:27]1[CH2:31][CH2:30][N:29]([C:9]([O:11][C:12]([CH3:13])([CH3:14])[CH3:15])=[O:10])[CH2:28]1)=[O:25])[C:17]1[CH:18]=[CH:19][CH:20]=[CH:21][CH:22]=1, predict the reactants needed to synthesize it. The reactants are: [C:9](O[C:9]([O:11][C:12]([CH3:15])([CH3:14])[CH3:13])=[O:10])([O:11][C:12]([CH3:15])([CH3:14])[CH3:13])=[O:10].[CH2:16]([O:23][C:24]([NH:26][C@H:27]1[CH2:31][CH2:30][NH:29][CH2:28]1)=[O:25])[C:17]1[CH:22]=[CH:21][CH:20]=[CH:19][CH:18]=1. (6) The reactants are: [Si:1]([O:8][C@H:9]([C:33]1[CH:38]=[CH:37][CH:36]=[CH:35][CH:34]=1)[C@H:10]1[CH2:14][CH2:13][C@@H:12]([CH2:15][C:16]2[CH:21]=[CH:20][C:19]([C:22]([O:24]C)=[O:23])=[CH:18][CH:17]=2)[N:11]1[C:26]([O:28][C:29]([CH3:32])([CH3:31])[CH3:30])=[O:27])([C:4]([CH3:7])([CH3:6])[CH3:5])([CH3:3])[CH3:2].[Li+].[OH-]. Given the product [C:29]([O:28][C:26]([N:11]1[C@@H:10]([C@H:9]([O:8][Si:1]([C:4]([CH3:6])([CH3:5])[CH3:7])([CH3:3])[CH3:2])[C:33]2[CH:38]=[CH:37][CH:36]=[CH:35][CH:34]=2)[CH2:14][CH2:13][C@H:12]1[CH2:15][C:16]1[CH:17]=[CH:18][C:19]([C:22]([OH:24])=[O:23])=[CH:20][CH:21]=1)=[O:27])([CH3:30])([CH3:31])[CH3:32], predict the reactants needed to synthesize it. (7) Given the product [C:12]([O:11][C:9]([N:8]([C:16](=[NH:48])[NH:17][CH2:18][CH2:19][CH2:20][C@@H:21]([C:22]([NH:23][CH2:24][CH:25]([OH:35])[CH2:26][NH:27][C:28]([O:29][C:30]([CH3:33])([CH3:32])[CH3:31])=[O:34])=[O:36])[NH2:37])[C:6]([O:5][C:1]([CH3:2])([CH3:4])[CH3:3])=[O:7])=[O:10])([CH3:13])([CH3:14])[CH3:15], predict the reactants needed to synthesize it. The reactants are: [C:1]([O:5][C:6]([N:8]([C:16](=[NH:48])[NH:17][CH2:18][CH2:19][CH2:20][C@H:21]([NH:37]C(OCC1C=CC=CC=1)=O)[C:22](=[O:36])[NH:23][CH2:24][CH:25]([OH:35])[CH2:26][NH:27][C:28](=[O:34])[O:29][C:30]([CH3:33])([CH3:32])[CH3:31])[C:9]([O:11][C:12]([CH3:15])([CH3:14])[CH3:13])=[O:10])=[O:7])([CH3:4])([CH3:3])[CH3:2].